The task is: Predict which catalyst facilitates the given reaction.. This data is from Catalyst prediction with 721,799 reactions and 888 catalyst types from USPTO. (1) Reactant: [CH:1]1([C:4]([N:6]2[CH2:10][CH2:9][C@@H:8]([CH2:11][NH:12][C:13]3[C:14]([NH2:20])=[CH:15][C:16]([CH3:19])=[CH:17][CH:18]=3)[CH2:7]2)=[O:5])[CH2:3][CH2:2]1.[F:21][C:22]1[CH:27]=[CH:26][C:25]([C:28]2[CH:35]=[CH:34][C:31]([CH:32]=O)=[CH:30][CH:29]=2)=[CH:24][CH:23]=1.OOS([O-])=O.[K+]. Product: [CH:1]1([C:4]([N:6]2[CH2:10][CH2:9][C@@H:8]([CH2:11][N:12]3[C:13]4[CH:18]=[CH:17][C:16]([CH3:19])=[CH:15][C:14]=4[N:20]=[C:32]3[C:31]3[CH:30]=[CH:29][C:28]([C:25]4[CH:26]=[CH:27][C:22]([F:21])=[CH:23][CH:24]=4)=[CH:35][CH:34]=3)[CH2:7]2)=[O:5])[CH2:3][CH2:2]1. The catalyst class is: 3. (2) Reactant: [BH4-].[Li+].C(O[C:8]([N:10]1[CH2:18][C:17]2[C:12](=[CH:13][CH:14]=[C:15]([NH2:19])[CH:16]=2)[CH2:11]1)=O)(C)(C)C. Product: [CH3:8][N:10]1[CH2:18][C:17]2[C:12](=[CH:13][CH:14]=[C:15]([NH2:19])[CH:16]=2)[CH2:11]1. The catalyst class is: 7. (3) Reactant: [I:1][C:2]1[C:3]([O:20][CH3:21])=[CH:4][C:5]([CH:17]([CH3:19])[CH3:18])=[C:6]([CH:16]=1)[O:7][C:8]1[C:9]([NH2:15])=[N:10][C:11]([NH2:14])=[N:12][CH:13]=1.N1[CH:27]=[CH:26]C=CC=1.C[Si](Cl)(C)C.[C:33](Cl)(=[O:35])[CH3:34].C[OH:38]. Product: [NH2:15][C:9]1[C:8]([O:7][C:6]2[CH:16]=[C:2]([I:1])[C:3]([O:20][CH3:21])=[CH:4][C:5]=2[CH:17]([CH3:19])[CH3:18])=[CH:13][N:12]=[C:11]([NH:14][C:33](=[O:35])[CH3:34])[N:10]=1.[C:33]([NH:14][C:11]1[N:10]=[C:9]([NH:15][C:26](=[O:38])[CH3:27])[C:8]([O:7][C:6]2[CH:16]=[C:2]([I:1])[C:3]([O:20][CH3:21])=[CH:4][C:5]=2[CH:17]([CH3:19])[CH3:18])=[CH:13][N:12]=1)(=[O:35])[CH3:34]. The catalyst class is: 2. (4) Reactant: Cl[C:2]1[N:7]=[C:6]([C:8]2[CH:9]=[N:10][N:11]([CH:13]([CH:17]3[CH2:21][CH2:20][CH2:19][CH2:18]3)[CH2:14][C:15]#[N:16])[CH:12]=2)[CH:5]=[CH:4][N:3]=1.[N:22]1([C:28]2[CH:34]=[CH:33][C:31]([NH2:32])=[CH:30][CH:29]=2)[CH2:27][CH2:26][NH:25][CH2:24][CH2:23]1.C1(C)C=C[C:38]([S:41](O)(=[O:43])=[O:42])=CC=1.C(=O)([O-])[O-].[Na+].[Na+].CS(Cl)(=O)=O. Product: [CH:17]1([CH:13]([N:11]2[CH:12]=[C:8]([C:6]3[CH:5]=[CH:4][N:3]=[C:2]([NH:32][C:31]4[CH:33]=[CH:34][C:28]([N:22]5[CH2:23][CH2:24][N:25]([S:41]([CH3:38])(=[O:43])=[O:42])[CH2:26][CH2:27]5)=[CH:29][CH:30]=4)[N:7]=3)[CH:9]=[N:10]2)[CH2:14][C:15]#[N:16])[CH2:21][CH2:20][CH2:19][CH2:18]1. The catalyst class is: 38. (5) Reactant: [NH2:1][C:2]1[C:7]([CH2:8][OH:9])=[CH:6][N:5]=[C:4]([N:10]2[CH2:15][CH2:14][O:13][CH2:12][CH2:11]2)[N:3]=1. Product: [NH2:1][C:2]1[C:7]([CH:8]=[O:9])=[CH:6][N:5]=[C:4]([N:10]2[CH2:11][CH2:12][O:13][CH2:14][CH2:15]2)[N:3]=1. The catalyst class is: 327. (6) Reactant: [CH2:1]([O:3][C:4](=[O:22])[CH:5]([NH:11][C:12]([O:14][CH2:15][C:16]1[CH:21]=[CH:20][CH:19]=[CH:18][CH:17]=1)=[O:13])[CH2:6][CH2:7][C:8](=[O:10])N)[CH3:2].N(OC(C)(C)C)=[O:24]. Product: [CH2:1]([O:3][C:4](=[O:22])[CH:5]([NH:11][C:12]([O:14][CH2:15][C:16]1[CH:21]=[CH:20][CH:19]=[CH:18][CH:17]=1)=[O:13])[CH2:6][CH2:7][C:8]([OH:24])=[O:10])[CH3:2]. The catalyst class is: 10. (7) Reactant: [F:1][C:2]1[CH:7]=[C:6]([C:8]([F:11])([F:10])[F:9])[CH:5]=[CH:4][C:3]=1[CH:12]=[CH:13][C:14]([NH2:16])=[O:15].[Cl:17][CH2:18][C:19]([CH2:21]Cl)=O. Product: [Cl:17][CH2:18][C:19]1[N:16]=[C:14]([CH:13]=[CH:12][C:3]2[CH:4]=[CH:5][C:6]([C:8]([F:11])([F:10])[F:9])=[CH:7][C:2]=2[F:1])[O:15][CH:21]=1. The catalyst class is: 11. (8) Reactant: [CH:1]1([O:4][C:5]2[CH:26]=[CH:25][C:8]([C:9]([NH:11][C:12]3[CH:13]=[N:14][C:15]([C:18]4[CH:23]=[CH:22][CH:21]=[CH:20][C:19]=4[F:24])=[CH:16][CH:17]=3)=[O:10])=[CH:7][C:6]=2[N+:27]([O-])=O)[CH2:3][CH2:2]1. Product: [NH2:27][C:6]1[CH:7]=[C:8]([CH:25]=[CH:26][C:5]=1[O:4][CH:1]1[CH2:2][CH2:3]1)[C:9]([NH:11][C:12]1[CH:13]=[N:14][C:15]([C:18]2[CH:23]=[CH:22][CH:21]=[CH:20][C:19]=2[F:24])=[CH:16][CH:17]=1)=[O:10]. The catalyst class is: 358. (9) Reactant: [CH3:1][O:2][C:3]1[N:4]=[CH:5][C:6]([N:11]2[CH2:16][CH2:15][C:14]3[N:17]=[C:18]([NH2:20])[S:19][C:13]=3[CH2:12]2)=[N:7][C:8]=1[O:9][CH3:10].CCN(C(C)C)C(C)C.[C:30](OC(=O)C)(=[O:32])[CH3:31]. Product: [CH3:1][O:2][C:3]1[N:4]=[CH:5][C:6]([N:11]2[CH2:16][CH2:15][C:14]3[N:17]=[C:18]([NH:20][C:30](=[O:32])[CH3:31])[S:19][C:13]=3[CH2:12]2)=[N:7][C:8]=1[O:9][CH3:10]. The catalyst class is: 2.